The task is: Predict the product of the given reaction.. This data is from Forward reaction prediction with 1.9M reactions from USPTO patents (1976-2016). (1) Given the reactants [CH3:1][O:2][C:3]1[CH:8]=[CH:7][N:6]=[CH:5][CH:4]=1.[Li+].CC([N-]C(C)C)C.CCCCCCC.C1COCC1.C(C1C=CC=CC=1)C.[CH:37]([Si:40](Cl)([CH:44]([CH3:46])[CH3:45])[CH:41]([CH3:43])[CH3:42])([CH3:39])[CH3:38], predict the reaction product. The product is: [CH3:1][O:2][C:3]1[CH:8]=[CH:7][N:6]=[CH:5][C:4]=1[Si:40]([CH:44]([CH3:46])[CH3:45])([CH:41]([CH3:43])[CH3:42])[CH:37]([CH3:39])[CH3:38]. (2) Given the reactants [CH2:1]([O:3][C:4]([C:6]1[N:7]=[C:8]([C:11]2[CH:16]=[CH:15][C:14]([C:17]([F:20])([F:19])[F:18])=[CH:13][CH:12]=2)[S:9][CH:10]=1)=[O:5])[CH3:2].[CH2:21]([O:28][C:29]1[CH:34]=[CH:33][C:32](I)=[CH:31][CH:30]=1)[C:22]1[CH:27]=[CH:26][CH:25]=[CH:24][CH:23]=1.C1(P(C2C=CC=CC=2)C2C=CC=CC=2)C=CC=CC=1.C(N(CC)CC)C, predict the reaction product. The product is: [CH2:1]([O:3][C:4]([C:6]1[N:7]=[C:8]([C:11]2[CH:16]=[CH:15][C:14]([C:17]([F:19])([F:20])[F:18])=[CH:13][CH:12]=2)[S:9][C:10]=1[C:32]1[CH:33]=[CH:34][C:29]([O:28][CH2:21][C:22]2[CH:27]=[CH:26][CH:25]=[CH:24][CH:23]=2)=[CH:30][CH:31]=1)=[O:5])[CH3:2]. (3) Given the reactants [F:1][C:2]1[CH:11]=[CH:10][C:9](/[CH:12]=[C:13](/[N+:15]([O-])=O)\[CH3:14])=[CH:8][C:3]=1[C:4](OC)=[O:5].[H-].[H-].[H-].[H-].[Li+].[Al+3], predict the reaction product. The product is: [NH2:15][CH:13]([CH3:14])[CH2:12][C:9]1[CH:10]=[CH:11][C:2]([F:1])=[C:3]([CH2:4][OH:5])[CH:8]=1.